From a dataset of Tyrosyl-DNA phosphodiesterase HTS with 341,365 compounds. Binary Classification. Given a drug SMILES string, predict its activity (active/inactive) in a high-throughput screening assay against a specified biological target. (1) The drug is S(=O)(=O)(N1CCNCC1)c1cc2CCCc2cc1. The result is 0 (inactive). (2) The molecule is ClC=1CC2C(CC1)C(=O)N(C2=O)c1cc(ccc1)C(O)=O. The result is 1 (active). (3) The result is 0 (inactive). The compound is O=C/1CC(CC(=O)C1=C\NC)(C)C. (4) The molecule is s1c(n2c(c(cc2C)C=O)C)c(c(c1C)C)C(O)=O. The result is 0 (inactive). (5) The drug is S=C1N2N(C(N1c1ccccc1)c1c3c(ccc1)cccc3)CCC2. The result is 0 (inactive). (6) The molecule is O=C(Nc1c(N2CCCC2)cccc1)c1ccc(OCC)cc1. The result is 0 (inactive).